From a dataset of Forward reaction prediction with 1.9M reactions from USPTO patents (1976-2016). Predict the product of the given reaction. (1) Given the reactants Cl[C:2]1[N:11]=[C:10]([N:12]2[CH2:17][CH2:16][O:15][CH2:14][CH2:13]2)[C:9]2[C:4](=[CH:5][CH:6]=[C:7]([Cl:18])[CH:8]=2)[N:3]=1.[C:19]([O:23][C:24]([N:26]1[CH2:31][CH2:30][CH:29]([NH2:32])[CH2:28][CH2:27]1)=[O:25])([CH3:22])([CH3:21])[CH3:20].C(N(CC)CC)C, predict the reaction product. The product is: [C:19]([O:23][C:24]([N:26]1[CH2:31][CH2:30][CH:29]([NH:32][C:2]2[N:11]=[C:10]([N:12]3[CH2:17][CH2:16][O:15][CH2:14][CH2:13]3)[C:9]3[C:4](=[CH:5][CH:6]=[C:7]([Cl:18])[CH:8]=3)[N:3]=2)[CH2:28][CH2:27]1)=[O:25])([CH3:22])([CH3:20])[CH3:21]. (2) Given the reactants [CH2:1]([C:4]1[CH:12]=[CH:11][C:7]([C:8](Cl)=[O:9])=[CH:6][CH:5]=1)[CH2:2][CH3:3].[NH2:13][C:14]1[NH:18][C:17]([CH2:19][C:20]2[O:24][C:23]([C:25]([O:27][CH2:28][CH3:29])=[O:26])=[CH:22][CH:21]=2)=[N:16][C:15]=1[C:30](=[O:32])[NH2:31].C(=O)([O-])O.[Na+].O, predict the reaction product. The product is: [C:30]([C:15]1[N:16]=[C:17]([CH2:19][C:20]2[O:24][C:23]([C:25]([O:27][CH2:28][CH3:29])=[O:26])=[CH:22][CH:21]=2)[NH:18][C:14]=1[NH:13][C:8](=[O:9])[C:7]1[CH:11]=[CH:12][C:4]([CH2:1][CH2:2][CH3:3])=[CH:5][CH:6]=1)(=[O:32])[NH2:31]. (3) Given the reactants [CH2:1]([O:8][C@H:9]1[C@H:13]([O:14][CH2:15][C:16]2[CH:21]=[CH:20][CH:19]=[CH:18][CH:17]=2)[C@@H:12]([CH2:22][CH:23]=[O:24])[N:11]([C:25]([O:27][C:28]([CH3:31])([CH3:30])[CH3:29])=[O:26])[C@@H:10]1[CH2:32][O:33][CH2:34][C:35]1[CH:40]=[CH:39][CH:38]=[CH:37][CH:36]=1)[C:2]1[CH:7]=[CH:6][CH:5]=[CH:4][CH:3]=1.CC(=CC)C.[O-:46]Cl=O.[Na+].[O-]S([O-])(=S)=O.[Na+].[Na+].Cl, predict the reaction product. The product is: [CH2:15]([O:14][C@H:13]1[C@H:9]([O:8][CH2:1][C:2]2[CH:3]=[CH:4][CH:5]=[CH:6][CH:7]=2)[C@@H:10]([CH2:32][O:33][CH2:34][C:35]2[CH:36]=[CH:37][CH:38]=[CH:39][CH:40]=2)[N:11]([C:25]([O:27][C:28]([CH3:31])([CH3:30])[CH3:29])=[O:26])[C@@H:12]1[CH2:22][C:23]([OH:46])=[O:24])[C:16]1[CH:21]=[CH:20][CH:19]=[CH:18][CH:17]=1. (4) Given the reactants CC(P(C(C)(C)C)C1C(C2C=CC=CC=2)=CC=CC=1)(C)C.[Cl:22][C:23]1[CH:28]=[CH:27][C:26]([C:29]#[C:30][P:31](=[O:47])([O:35][C:36]([CH2:38][CH2:39][CH2:40][C:41]2[CH:46]=[CH:45][CH:44]=[CH:43][CH:42]=2)=[CH2:37])[O:32][CH2:33][CH3:34])=[CH:25][CH:24]=1, predict the reaction product. The product is: [CH2:33]([O:32][P:31]1(=[O:47])[CH:30]=[C:29]([C:26]2[CH:25]=[CH:24][C:23]([Cl:22])=[CH:28][CH:27]=2)[CH:37]=[C:36]([CH2:38][CH2:39][CH2:40][C:41]2[CH:42]=[CH:43][CH:44]=[CH:45][CH:46]=2)[O:35]1)[CH3:34]. (5) The product is: [CH3:11][O:10][C:7]1[CH:8]=[CH:9][C:4]2[C:3](=[O:2])[C:23]3[C:22]4[C:17](=[CH:18][C:19]([C:24]#[N:25])=[CH:20][CH:21]=4)[NH:16][C:15]=3[C:12]([CH3:13])([CH3:14])[C:5]=2[CH:6]=1. Given the reactants C[O:2][C:3](=O)[C:4]1[CH:9]=[CH:8][C:7]([O:10][CH3:11])=[CH:6][C:5]=1[C:12]([C:15]1[N:16](S(C)(=O)=O)[C:17]2[C:22]([CH:23]=1)=[CH:21][CH:20]=[C:19]([C:24]#[N:25])[CH:18]=2)([CH3:14])[CH3:13].[F-].C([N+](CCCC)(CCCC)CCCC)CCC.[OH-].[Na+].Cl, predict the reaction product. (6) The product is: [NH2:8][CH2:9][C:10]([O:12][C@H:13]1[CH2:17][CH2:16][CH2:15][C@@H:14]1[NH:18][C:19]1[CH:24]=[C:23]([N:25]2[C:33]3[CH2:32][C:31]([CH3:34])([CH3:35])[CH2:30][C:29](=[O:36])[C:28]=3[C:27]([CH3:37])=[N:26]2)[CH:22]=[C:21]([F:38])[C:20]=1[C:39](=[O:41])[NH2:40])=[O:11]. Given the reactants C(OC([NH:8][CH2:9][C:10]([O:12][C@H:13]1[CH2:17][CH2:16][CH2:15][C@@H:14]1[NH:18][C:19]1[CH:24]=[C:23]([N:25]2[C:33]3[CH2:32][C:31]([CH3:35])([CH3:34])[CH2:30][C:29](=[O:36])[C:28]=3[C:27]([CH3:37])=[N:26]2)[CH:22]=[C:21]([F:38])[C:20]=1[C:39](=[O:41])[NH2:40])=[O:11])=O)(C)(C)C.CS(O)(=O)=O, predict the reaction product. (7) Given the reactants [N:1]([O-])=O.[Na+].[CH3:5][O:6][C:7]1[C:12]([NH2:13])=[CH:11][C:10]([CH3:14])=[C:9]([C:15]2[CH:20]=[CH:19][C:18]([O:21][C:22]([F:25])([F:24])[F:23])=[CH:17][C:16]=2[O:26][CH3:27])[N:8]=1.Cl[Sn]Cl.[OH-].[Na+], predict the reaction product. The product is: [CH3:5][O:6][C:7]1[C:12]([NH:13][NH2:1])=[CH:11][C:10]([CH3:14])=[C:9]([C:15]2[CH:20]=[CH:19][C:18]([O:21][C:22]([F:24])([F:25])[F:23])=[CH:17][C:16]=2[O:26][CH3:27])[N:8]=1.